From a dataset of Forward reaction prediction with 1.9M reactions from USPTO patents (1976-2016). Predict the product of the given reaction. (1) Given the reactants [Br:1][C:2]1[C:3]([O:13][CH2:14][CH2:15][CH2:16][CH:17]=O)=[N:4][C:5]2[NH:6][C:7](=[O:12])[CH2:8][CH2:9][C:10]=2[CH:11]=1.Cl.[Cl:20][C:21]1[C:26]([Cl:27])=[CH:25][CH:24]=[CH:23][C:22]=1[N:28]1[CH2:33][CH2:32][NH:31][CH2:30][CH2:29]1.CCN(CC)CC.[BH-](OC(C)=O)(OC(C)=O)OC(C)=O.[Na+], predict the reaction product. The product is: [Br:1][C:2]1[CH:11]=[C:10]2[C:5](=[N:4][C:3]=1[O:13][CH2:14][CH2:15][CH2:16][CH2:17][N:31]1[CH2:30][CH2:29][N:28]([C:22]3[CH:23]=[CH:24][CH:25]=[C:26]([Cl:27])[C:21]=3[Cl:20])[CH2:33][CH2:32]1)[NH:6][C:7](=[O:12])[CH2:8][CH2:9]2. (2) Given the reactants [C:1]([C@@H:4]([NH:17][C:18](=[O:35])[O:19][CH2:20][CH2:21][N:22]1[CH2:27][CH2:26][N:25]([C:28]([O:30][C:31]([CH3:34])([CH3:33])[CH3:32])=[O:29])[CH2:24][CH2:23]1)[CH2:5][C:6]1[CH:11]=[CH:10][C:9]([O:12][C:13]([CH3:16])([CH3:15])[CH3:14])=[CH:8][CH:7]=1)([OH:3])=O.[CH3:36][NH:37][CH2:38][CH2:39][CH:40]([CH3:42])[CH3:41].CCN(C(C)C)C(C)C.C1CN([P+](Br)(N2CCCC2)N2CCCC2)CC1.F[P-](F)(F)(F)(F)F.CN(C=[O:80])C, predict the reaction product. The product is: [CH2:38]([N:37]([CH3:36])[C:1]([C@@H:4]([NH:17][C:18](=[O:35])[O:19][CH2:20][CH2:21][N:22]1[CH2:27][CH2:26][N:25]([C:28]([O:30][C:31]([CH3:33])([CH3:34])[CH3:32])=[O:29])[CH2:24][CH2:23]1)[CH2:5][C:6]1[CH:11]=[CH:10][C:9]([O:12][C:13]([CH3:15])([CH3:14])[CH3:16])=[CH:8][C:7]=1[OH:80])=[O:3])[CH2:39][CH:40]([CH3:42])[CH3:41]. (3) Given the reactants [C:1]([O:18][CH2:19][CH:20]([CH2:22][OH:23])[OH:21])(=[O:17])[CH2:2][CH2:3][CH2:4][CH2:5][CH2:6][CH2:7][CH2:8][CH2:9][CH2:10][CH2:11][CH2:12][CH2:13][CH2:14][CH2:15][CH3:16].C1(N=C=NC2CCCCC2)CCCCC1.CN(C1C=CC=CN=1)C.[C:48](O)(=O)[CH2:49][CH2:50][CH2:51][CH2:52][CH2:53][CH2:54][CH2:55]/[CH:56]=[CH:57]\[CH2:58][CH2:59][CH2:60][CH2:61][CH2:62][CH2:63][CH2:64][CH3:65], predict the reaction product. The product is: [CH2:48]([O:23][CH2:22][CH:20]([CH2:19][O:18][C:1](=[O:17])[CH2:2][CH2:3][CH2:4][CH2:5][CH2:6][CH2:7][CH2:8][CH2:9][CH2:10][CH2:11][CH2:12][CH2:13][CH2:14][CH2:15][CH3:16])[OH:21])[CH2:49][CH2:50][CH2:51][CH2:52][CH2:53][CH2:54][CH2:55]/[CH:56]=[CH:57]\[CH2:58][CH2:59][CH2:60][CH2:61][CH2:62][CH2:63][CH2:64][CH3:65]. (4) Given the reactants [N+:1]([C:4]1[CH:5]=[C:6]([CH2:10][C:11]([OH:13])=O)[CH:7]=[CH:8][CH:9]=1)([O-:3])=[O:2].C(N1C=CN=C1)(N1C=CN=C1)=O.[C:26]([O:32][CH2:33][CH3:34])(=[O:31])[CH2:27]C([O-])=O, predict the reaction product. The product is: [N+:1]([C:4]1[CH:5]=[C:6]([CH2:10][C:11](=[O:13])[CH2:27][C:26]([O:32][CH2:33][CH3:34])=[O:31])[CH:7]=[CH:8][CH:9]=1)([O-:3])=[O:2]. (5) The product is: [Cl:14][C:11]1[C:10]([C:15]([F:17])([F:16])[F:18])=[N:9][N:8]([C:6]([OH:7])=[O:5])[C:12]=1[CH3:13]. Given the reactants C([O:5][C:6]([N:8]1[C:12]([CH3:13])=[C:11]([Cl:14])[C:10]([C:15]([F:18])([F:17])[F:16])=[N:9]1)=[O:7])(C)(C)C.Cl.O1CCOCC1.CCOCC, predict the reaction product. (6) Given the reactants [N:1]1([C:10](OC(C)(C)C)=O)CCCC2[CH2:7][NH:8][CH2:9][CH:2]12.CC1C=CC(S(O[C:28]2[C:29]3[CH2:39][CH2:38][CH2:37][C:36]4[CH:40]=[CH:41][CH:42]=[CH:43][C:35]=4[C:30]=3[N:31]=[C:32](N)[N:33]=2)(=O)=O)=CC=1, predict the reaction product. The product is: [N:1]1([C:28]2[C:29]3[CH2:39][CH2:38][CH2:37][C:36]4[CH:40]=[CH:41][CH:42]=[CH:43][C:35]=4[C:30]=3[N:31]=[CH:32][N:33]=2)[CH2:2][CH2:9][NH:8][CH2:7][CH2:10]1. (7) Given the reactants [CH:1]1(C(O)=O)[CH2:5][CH:4]=[CH:3][CH2:2]1.C1C=CC(P(N=[N+]=[N-])(C2C=CC=CC=2)=[O:16])=CC=1.CC[N:28]([CH2:31]C)CC.[CH2:33]([OH:40])[C:34]1[CH:39]=[CH:38][CH:37]=[CH:36][CH:35]=1, predict the reaction product. The product is: [CH:1]1([NH:28][C:31](=[O:16])[O:40][CH2:33][C:34]2[CH:39]=[CH:38][CH:37]=[CH:36][CH:35]=2)[CH2:2][CH:3]=[CH:4][CH2:5]1. (8) Given the reactants [CH3:1][NH:2][NH2:3].[C:4](=[O:20])([O-])[O:5][C:6]1[CH:11]=C(Cl)C(Cl)=C(C(C)(C)C)[C:7]=1Cl.[CH2:21](N(CC)CC)C, predict the reaction product. The product is: [CH3:1][N:2]([C:4]([O:5][C:6]([CH3:7])([CH3:11])[CH3:21])=[O:20])[NH2:3]. (9) Given the reactants [OH:1][C:2]1[C:27]([O:28][CH3:29])=[CH:26][C:5]2[C:6]3[N:11]([CH:12]([C:14]([CH3:19])([CH3:18])[CH2:15][O:16][CH3:17])[CH2:13][C:4]=2[CH:3]=1)[CH:10]=[C:9]([C:20]([O:22][CH2:23][CH3:24])=[O:21])[C:8](=[O:25])[CH:7]=3.C(=O)([O-])[O-].[K+].[K+].Br[CH2:37][C:38]([CH3:42])([CH3:41])[CH2:39][OH:40].O, predict the reaction product. The product is: [OH:40][CH2:39][C:38]([CH3:42])([CH3:41])[CH2:37][O:1][C:2]1[C:27]([O:28][CH3:29])=[CH:26][C:5]2[C:6]3[N:11]([CH:12]([C:14]([CH3:18])([CH3:19])[CH2:15][O:16][CH3:17])[CH2:13][C:4]=2[CH:3]=1)[CH:10]=[C:9]([C:20]([O:22][CH2:23][CH3:24])=[O:21])[C:8](=[O:25])[CH:7]=3. (10) Given the reactants [F:1][C:2]1[CH:3]=[C:4]([C:9](=[O:16])[CH2:10][C:11]([O:13][CH2:14][CH3:15])=[O:12])[CH:5]=[CH:6][C:7]=1[F:8].[H-].[Na+].[F:19][C:20]([F:30])([F:29])[C:21]1[CH:28]=[CH:27][C:24]([CH2:25]Br)=[CH:23][CH:22]=1.O, predict the reaction product. The product is: [F:1][C:2]1[CH:3]=[C:4]([C:9](=[O:16])[CH:10]([CH2:25][C:24]2[CH:23]=[CH:22][C:21]([C:20]([F:19])([F:29])[F:30])=[CH:28][CH:27]=2)[C:11]([O:13][CH2:14][CH3:15])=[O:12])[CH:5]=[CH:6][C:7]=1[F:8].